From a dataset of Catalyst prediction with 721,799 reactions and 888 catalyst types from USPTO. Predict which catalyst facilitates the given reaction. (1) Reactant: [C:1](N1C=CN=C1)(N1C=CN=C1)=[O:2].[N:13]1[CH:18]=[CH:17][C:16]([CH2:19][OH:20])=[CH:15][CH:14]=1.[NH2:21][C:22]1[S:23][CH:24]=[C:25]([CH2:27][C:28]([OH:30])=[O:29])[N:26]=1.C1CCN2C(=NCCC2)CC1.C(N(CC)CC)C. Product: [N:13]1[CH:18]=[CH:17][C:16]([CH2:19][O:20][C:1]([NH:21][C:22]2[S:23][CH:24]=[C:25]([CH2:27][C:28]([OH:30])=[O:29])[N:26]=2)=[O:2])=[CH:15][CH:14]=1. The catalyst class is: 1. (2) Reactant: [C:9](O[C:9]([O:11][C:12]([CH3:15])([CH3:14])[CH3:13])=[O:10])(=[O:10])[O:11][C:12]([CH3:15])([CH3:14])[CH3:13].[NH:16]1[CH2:21][CH2:20][NH:19][CH2:18][CH:17]1[C:22]([O:24][CH2:25][CH3:26])=[O:23]. Product: [CH3:15][C:12]([CH3:13])([O:11][C:9]([N:19]1[CH2:20][CH2:21][NH:16][CH:17]([C:22]([O:24][CH2:25][CH3:26])=[O:23])[CH2:18]1)=[O:10])[CH3:14]. The catalyst class is: 8.